Dataset: Full USPTO retrosynthesis dataset with 1.9M reactions from patents (1976-2016). Task: Predict the reactants needed to synthesize the given product. (1) Given the product [CH3:1][S:2]([N:17]1[CH2:18][CH2:19][CH:14]([O:13][Si:6]([C:9]([CH3:12])([CH3:11])[CH3:10])([CH3:7])[CH3:8])[CH2:15][CH2:16]1)(=[O:4])=[O:3], predict the reactants needed to synthesize it. The reactants are: [CH3:1][S:2](Cl)(=[O:4])=[O:3].[Si:6]([O:13][CH:14]1[CH2:19][CH2:18][NH:17][CH2:16][CH2:15]1)([C:9]([CH3:12])([CH3:11])[CH3:10])([CH3:8])[CH3:7].CCN(C(C)C)C(C)C.O. (2) Given the product [Br:1][C:2]1[CH:7]=[CH:6][CH:5]=[CH:4][C:3]=1[C:8](=[CH:9][OH:10])[C:15]([O:17][CH2:18][CH3:19])=[O:16], predict the reactants needed to synthesize it. The reactants are: [Br:1][C:2]1[CH:7]=[CH:6][CH:5]=[CH:4][C:3]=1[CH2:8][C:9](OC)=[O:10].[H-].[Na+].[CH:15]([O:17][CH2:18][CH3:19])=[O:16]. (3) Given the product [Cl:18][C:19]1[CH:24]=[C:23]([Cl:25])[CH:22]=[C:21]([CH3:26])[C:20]=1[S:27]([NH:17][C:14]1[S:15][CH:16]=[C:12]([C:4]2[CH:5]=[C:6]([N+:9]([O-:11])=[O:10])[CH:7]=[CH:8][C:3]=2[Cl:2])[N:13]=1)(=[O:29])=[O:28], predict the reactants needed to synthesize it. The reactants are: Br.[Cl:2][C:3]1[CH:8]=[CH:7][C:6]([N+:9]([O-:11])=[O:10])=[CH:5][C:4]=1[C:12]1[N:13]=[C:14]([NH2:17])[S:15][CH:16]=1.[Cl:18][C:19]1[CH:24]=[C:23]([Cl:25])[CH:22]=[C:21]([CH3:26])[C:20]=1[S:27](Cl)(=[O:29])=[O:28]. (4) The reactants are: Cl.[O:2]1[C:6]2([CH2:11][CH2:10][N:9]([C:12]3[CH:20]=[CH:19][C:15]([CH:16]=[N:17][OH:18])=[CH:14][CH:13]=3)[CH2:8][CH2:7]2)[O:5][CH2:4][CH2:3]1.C([BH3-])#N.[Na+].[OH-].[Na+]. Given the product [OH:18][NH:17][CH2:16][C:15]1[CH:19]=[CH:20][C:12]([N:9]2[CH2:8][CH2:7][C:6]3([O:5][CH2:4][CH2:3][O:2]3)[CH2:11][CH2:10]2)=[CH:13][CH:14]=1, predict the reactants needed to synthesize it.